From a dataset of Forward reaction prediction with 1.9M reactions from USPTO patents (1976-2016). Predict the product of the given reaction. (1) The product is: [F:1][C:2]1[CH:30]=[CH:29][C:5]([CH2:6][N:7]2[C:11]3=[CH:12][N:13]=[C:14]([C:24]([O:26][CH2:27][CH3:28])=[O:25])[C:15](/[CH:31]=[CH:32]/[CH2:33][CH2:34][CH2:35][CH3:36])=[C:10]3[CH:9]=[CH:8]2)=[CH:4][CH:3]=1. Given the reactants [F:1][C:2]1[CH:30]=[CH:29][C:5]([CH2:6][N:7]2[C:11]3=[CH:12][N:13]=[C:14]([C:24]([O:26][CH2:27][CH3:28])=[O:25])[C:15](OS(C(F)(F)F)(=O)=O)=[C:10]3[CH:9]=[CH:8]2)=[CH:4][CH:3]=1.[CH2:31]=[CH:32][CH2:33][CH2:34][CH2:35][CH3:36].C(N(CC)CC)C, predict the reaction product. (2) Given the reactants [Cl:1][C:2]1[CH:3]=[C:4]([C:8]2[N:13]=[C:12]([C:14]([OH:16])=O)[CH:11]=[CH:10][C:9]=2[O:17][CH3:18])[CH:5]=[CH:6][CH:7]=1.[CH3:19][C:20]([CH3:27])([C:22]1[S:23][CH:24]=[CH:25][N:26]=1)[NH2:21], predict the reaction product. The product is: [CH3:19][C:20]([NH:21][C:14]([C:12]1[CH:11]=[CH:10][C:9]([O:17][CH3:18])=[C:8]([C:4]2[CH:5]=[CH:6][CH:7]=[C:2]([Cl:1])[CH:3]=2)[N:13]=1)=[O:16])([C:22]1[S:23][CH:24]=[CH:25][N:26]=1)[CH3:27]. (3) The product is: [C:1]([Si:5]([O:8][CH2:9][C:10]1[S:11][C:12]([F:34])=[C:13]([CH2:15][C:16]2[CH:21]=[CH:20][CH:19]=[C:18]([Cl:22])[CH:17]=2)[CH:14]=1)([CH3:6])[CH3:7])([CH3:4])([CH3:2])[CH3:3]. Given the reactants [C:1]([Si:5]([O:8][CH2:9][C:10]1[S:11][CH:12]=[C:13]([CH2:15][C:16]2[CH:21]=[CH:20][CH:19]=[C:18]([Cl:22])[CH:17]=2)[CH:14]=1)([CH3:7])[CH3:6])([CH3:4])([CH3:3])[CH3:2].[Li]CCCC.CCCCCC.[F:34]N(S(C1C=CC=CC=1)(=O)=O)S(C1C=CC=CC=1)(=O)=O, predict the reaction product.